This data is from Reaction yield outcomes from USPTO patents with 853,638 reactions. The task is: Predict the reaction yield, written as a fraction of the theoretical maximum amount of product (1.0 means a 100% yield; for example, 0.34 means a 34% yield). (1) The reactants are [Cl:1][C:2]1[CH:7]=[C:6]([Cl:8])[CH:5]=[CH:4][C:3]=1[CH2:9][CH:10]=O.Cl.[C:13]([NH:16][C:17]([CH2:38][CH2:39][CH2:40][NH2:41])([CH2:25][CH2:26][CH2:27][CH2:28][B:29]1[O:33][C:32]([CH3:35])([CH3:34])[C:31]([CH3:37])([CH3:36])[O:30]1)[C:18]([NH:20][C:21]([CH3:24])([CH3:23])[CH3:22])=[O:19])(=[O:15])[CH3:14].C(O[BH-](OC(=O)C)OC(=O)C)(=O)C.[Na+]. The catalyst is ClCCl. The product is [C:13]([NH:16][C:17]([CH2:38][CH2:39][CH2:40][NH:41][CH2:10][CH2:9][C:3]1[CH:4]=[CH:5][C:6]([Cl:8])=[CH:7][C:2]=1[Cl:1])([CH2:25][CH2:26][CH2:27][CH2:28][B:29]1[O:30][C:31]([CH3:37])([CH3:36])[C:32]([CH3:35])([CH3:34])[O:33]1)[C:18]([NH:20][C:21]([CH3:24])([CH3:23])[CH3:22])=[O:19])(=[O:15])[CH3:14]. The yield is 0.470. (2) The reactants are I[C:2]1[N:3]=[CH:4][N:5]([C:7]([C:20]2[CH:25]=[CH:24][CH:23]=[CH:22][CH:21]=2)([C:14]2[CH:19]=[CH:18][CH:17]=[CH:16][CH:15]=2)[C:8]2[CH:13]=[CH:12][CH:11]=[CH:10][CH:9]=2)[CH:6]=1.[CH3:26][C:27](O)(C#C)C.[OH-].[K+]. The catalyst is C1COCC1.C(N(CC)CC)C.C(O)(C)C.Cl[Pd](Cl)([P](C1C=CC=CC=1)(C1C=CC=CC=1)C1C=CC=CC=1)[P](C1C=CC=CC=1)(C1C=CC=CC=1)C1C=CC=CC=1. The product is [C:26]([C:2]1[N:3]=[CH:4][N:5]([C:7]([C:14]2[CH:19]=[CH:18][CH:17]=[CH:16][CH:15]=2)([C:20]2[CH:25]=[CH:24][CH:23]=[CH:22][CH:21]=2)[C:8]2[CH:13]=[CH:12][CH:11]=[CH:10][CH:9]=2)[CH:6]=1)#[CH:27]. The yield is 0.410. (3) The reactants are CCN(S(F)(F)[F:7])CC.[CH3:10][O:11][C:12]([CH:14]1[CH2:19][C:18]([CH2:21][CH:22]=[CH2:23])(O)[CH2:17][CH2:16][N:15]1[C:24]([O:26][C:27]([CH3:30])([CH3:29])[CH3:28])=[O:25])=[O:13].[NH4+].[Cl-]. The catalyst is C(Cl)Cl. The product is [CH3:10][O:11][C:12]([CH:14]1[CH2:19][C:18]([F:7])([CH2:21][CH2:22][CH3:23])[CH2:17][CH2:16][N:15]1[C:24]([O:26][C:27]([CH3:30])([CH3:29])[CH3:28])=[O:25])=[O:13]. The yield is 0.520. (4) The reactants are [Br:1][C:2]1[CH:3]=[C:4]([CH2:8][CH2:9][NH2:10])[CH:5]=[CH:6][CH:7]=1.N1C(C)=CC=CC=1C.[F:19][C:20]([F:31])([F:30])[C:21](O[C:21](=[O:22])[C:20]([F:31])([F:30])[F:19])=[O:22].O. The catalyst is C(Cl)Cl. The product is [Br:1][C:2]1[CH:3]=[C:4]([CH:5]=[CH:6][CH:7]=1)[CH2:8][CH2:9][NH:10][C:21](=[O:22])[C:20]([F:31])([F:30])[F:19]. The yield is 0.860. (5) The catalyst is C1(C)C=CC=CC=1. The reactants are [F:1][C:2]([F:16])([F:15])[C:3]1[CH:12]=[C:11]2[C:6]([CH:7]=[CH:8][C:9]([CH:13]=O)=[N:10]2)=[CH:5][CH:4]=1.[N:17]1[CH:22]=[CH:21][C:20]([C:23](=[O:44])[CH:24]=P(C2C=CC=CC=2)(C2C=CC=CC=2)C2C=CC=CC=2)=[CH:19][CH:18]=1. The yield is 0.633. The product is [N:17]1[CH:22]=[CH:21][C:20]([C:23](=[O:44])[CH:24]=[CH:13][C:9]2[CH:8]=[CH:7][C:6]3[C:11](=[CH:12][C:3]([C:2]([F:16])([F:15])[F:1])=[CH:4][CH:5]=3)[N:10]=2)=[CH:19][CH:18]=1. (6) The reactants are [F:1][C:2]1[CH:3]=[C:4]([NH:12][CH2:13][CH2:14][O:15][CH3:16])[C:5]([C:8]([O:10][CH3:11])=[O:9])=[N:6][CH:7]=1.C1C(=O)N([Br:24])C(=O)C1. The catalyst is C(#N)C. The product is [Br:24][C:7]1[N:6]=[C:5]([C:8]([O:10][CH3:11])=[O:9])[C:4]([NH:12][CH2:13][CH2:14][O:15][CH3:16])=[CH:3][C:2]=1[F:1]. The yield is 0.860. (7) The reactants are C(N(CC)C(C)C)(C)C.[C:10]([O:13][C:14](=O)[CH3:15])(=[O:12])[CH3:11].[CH3:17][O:18][C:19]([C:21]1[CH:22]=[N+:23]([O-])C(C)=[CH:25][CH:26]=1)=[O:20].C(=O)([O-])O.[Na+]. The catalyst is C(O)(=O)C. The product is [CH3:17][O:18][C:19]([C:21]1[CH:22]=[N:23][C:15]([CH2:14][O:13][C:10](=[O:12])[CH3:11])=[CH:25][CH:26]=1)=[O:20]. The yield is 0.480. (8) The reactants are Cl[C:2]1[C:11]2[C:6](=[CH:7][CH:8]=[CH:9][CH:10]=2)[N:5]=[C:4]([C:12]([F:15])([F:14])[F:13])[N:3]=1.[NH2:16][NH2:17].C(=O)([O-])[O-].[K+].[K+]. The catalyst is O1CCCC1. The product is [F:13][C:12]([F:15])([F:14])[C:4]1[N:3]=[C:2]([NH:16][NH2:17])[C:11]2[C:6](=[CH:7][CH:8]=[CH:9][CH:10]=2)[N:5]=1. The yield is 0.560.